From a dataset of Full USPTO retrosynthesis dataset with 1.9M reactions from patents (1976-2016). Predict the reactants needed to synthesize the given product. (1) The reactants are: [CH:1]([C:4]1[CH:5]=[C:6]([Mg]Br)[CH:7]=[CH:8][CH:9]=1)([CH3:3])[CH3:2].C(C(=C1CCN(C(OC(C)(C)C)=O)CC1)C(OCC)=O)#N.[OH:33][CH2:34][C:35]([CH3:40])([CH3:39])[C:36](O)=[O:37].CCN(C(C)C)C(C)C.CN(C(ON1N=NC2C=CC=NC1=2)=[N+](C)C)C.F[P-](F)(F)(F)(F)F.Cl.C(C1C=C([C:84]2([CH2:90][CH2:91][N:92]3[CH:97]4[CH2:98][CH2:99][CH:93]3[CH2:94][CH:95]([N:100]3[C:104]5[CH:105]=[CH:106][CH:107]=[CH:108][C:103]=5[N:102]=[C:101]3[CH3:109])[CH2:96]4)[CH2:89][CH2:88][NH:87][CH2:86][CH2:85]2)C=CC=1)(C)C. Given the product [CH:1]([C:4]1[CH:5]=[C:6]([C:84]2([CH2:90][CH2:91][N:92]3[CH:97]4[CH2:98][CH2:99][CH:93]3[CH2:94][CH:95]([N:100]3[C:104]5[CH:105]=[CH:106][CH:107]=[CH:108][C:103]=5[N:102]=[C:101]3[CH3:109])[CH2:96]4)[CH2:89][CH2:88][N:87]([C:36](=[O:37])[C:35]([CH3:40])([CH3:39])[CH2:34][OH:33])[CH2:86][CH2:85]2)[CH:7]=[CH:8][CH:9]=1)([CH3:3])[CH3:2], predict the reactants needed to synthesize it. (2) Given the product [Br:1][C:2]1[CH:10]=[C:9]2[C:5]([CH2:6][CH2:7][C:8]2=[CH2:13])=[CH:4][CH:3]=1, predict the reactants needed to synthesize it. The reactants are: [Br:1][C:2]1[CH:10]=[C:9]2[C:5]([CH2:6][CH2:7][C:8]2=O)=[CH:4][CH:3]=1.O1CCC[CH2:13]1. (3) The reactants are: [CH2:1]([N:5]1[C:9]([S:10][CH3:11])=[CH:8][C:7]([C:12]([F:15])([F:14])[F:13])=[N:6]1)[CH2:2][CH2:3][CH3:4].OO.[OH2:18].C(O)(=[O:21])C. Given the product [CH2:1]([N:5]1[C:9]([S:10]([CH3:11])(=[O:21])=[O:18])=[CH:8][C:7]([C:12]([F:14])([F:13])[F:15])=[N:6]1)[CH2:2][CH2:3][CH3:4], predict the reactants needed to synthesize it. (4) Given the product [Cl:24][C:19]1[CH:18]=[C:17]([C:15](=[N:28][OH:25])[CH2:14][C:4]2[CH:9]=[CH:8][C:7]([C:10]([F:13])([F:12])[F:11])=[CH:6][N:5]=2)[CH:22]=[C:21]([Cl:23])[CH:20]=1, predict the reactants needed to synthesize it. The reactants are: [H-].[Na+].Cl[C:4]1[CH:9]=[CH:8][C:7]([C:10]([F:13])([F:12])[F:11])=[CH:6][N:5]=1.[CH3:14][C:15]([C:17]1[CH:22]=[C:21]([Cl:23])[CH:20]=[C:19]([Cl:24])[CH:18]=1)=O.[OH-:25].[Na+].Cl.[NH2:28]O. (5) The reactants are: O[CH2:2][CH2:3][CH2:4][CH2:5][CH2:6][N:7]([CH:16]([CH3:18])[CH3:17])[C:8](=[O:15])[CH2:9][CH2:10][CH2:11][CH2:12][CH2:13][CH3:14].C(Br)(Br)(Br)[Br:20].O. Given the product [Br:20][CH2:2][CH2:3][CH2:4][CH2:5][CH2:6][N:7]([CH:16]([CH3:18])[CH3:17])[C:8](=[O:15])[CH2:9][CH2:10][CH2:11][CH2:12][CH2:13][CH3:14], predict the reactants needed to synthesize it.